This data is from Catalyst prediction with 721,799 reactions and 888 catalyst types from USPTO. The task is: Predict which catalyst facilitates the given reaction. (1) Reactant: [CH2:1]([O:8][C:9]1[CH:14]=[CH:13][N:12]([C:15]2[CH:16]=[CH:17][C:18]3[C:19]4[CH2:28][NH:27][CH2:26][CH2:25][C:20]=4[N:21]([CH3:24])[C:22]=3[CH:23]=2)[C:11](=[O:29])[CH:10]=1)[C:2]1[CH:7]=[CH:6][CH:5]=[CH:4][CH:3]=1.[ClH:30].[Cl:31][CH2:32][CH2:33][N:34]1[CH2:38][CH2:37][CH2:36][CH2:35]1.C(N(C(C)C)C(C)C)C. Product: [ClH:31].[ClH:30].[CH2:1]([O:8][C:9]1[CH:14]=[CH:13][N:12]([C:15]2[CH:16]=[CH:17][C:18]3[C:19]4[CH2:28][N:27]([CH2:32][CH2:33][N:34]5[CH2:38][CH2:37][CH2:36][CH2:35]5)[CH2:26][CH2:25][C:20]=4[N:21]([CH3:24])[C:22]=3[CH:23]=2)[C:11](=[O:29])[CH:10]=1)[C:2]1[CH:3]=[CH:4][CH:5]=[CH:6][CH:7]=1. The catalyst class is: 8. (2) Reactant: C1C2C(COC(=O)[NH:17][C:18]([CH3:34])([CH3:33])[CH2:19][S:20](=[O:32])(=[O:31])[NH:21][CH:22]3[CH2:27][CH2:26][N:25]([CH:28]([CH3:30])[CH3:29])[CH2:24][CH2:23]3)C3C(=CC=CC=3)C=2C=CC=1.N1CCOCC1. Product: [CH:28]([N:25]1[CH2:26][CH2:27][CH:22]([NH:21][S:20]([CH2:19][C:18]([NH2:17])([CH3:33])[CH3:34])(=[O:32])=[O:31])[CH2:23][CH2:24]1)([CH3:30])[CH3:29]. The catalyst class is: 3. (3) Reactant: [C:1]([NH:5][S:6]([C:9]1[C:14]([Cl:15])=[CH:13][CH:12]=[C:11]([N+:16]([O-])=O)[C:10]=1[OH:19])(=[O:8])=[O:7])([CH3:4])([CH3:3])[CH3:2].[H][H]. Product: [C:1]([NH:5][S:6]([C:9]1[C:14]([Cl:15])=[CH:13][CH:12]=[C:11]([NH2:16])[C:10]=1[OH:19])(=[O:8])=[O:7])([CH3:4])([CH3:2])[CH3:3]. The catalyst class is: 45.